This data is from Reaction yield outcomes from USPTO patents with 853,638 reactions. The task is: Predict the reaction yield, written as a fraction of the theoretical maximum amount of product (1.0 means a 100% yield; for example, 0.34 means a 34% yield). (1) The reactants are [C:1]([C:3]1[CH:4]=[C:5]([CH:10]=[CH:11][C:12]=1[CH2:13][N:14]1[CH2:19][CH2:18][CH:17]([CH2:20][N:21]([C@@H:28]2[CH2:30][C@H:29]2[C:31]2[CH:36]=[CH:35][CH:34]=[CH:33][CH:32]=2)C(=O)C(F)(F)F)[CH2:16][CH2:15]1)[C:6]([O:8]C)=[O:7])#[N:2].[OH-].[K+:38]. The catalyst is CO.O. The product is [C:1]([C:3]1[CH:4]=[C:5]([CH:10]=[CH:11][C:12]=1[CH2:13][N:14]1[CH2:19][CH2:18][CH:17]([CH2:20][NH:21][C@@H:28]2[CH2:30][C@H:29]2[C:31]2[CH:36]=[CH:35][CH:34]=[CH:33][CH:32]=2)[CH2:16][CH2:15]1)[C:6]([O-:8])=[O:7])#[N:2].[K+:38]. The yield is 1.07. (2) The reactants are Cl.CN(C)CCCN=C=NCC.[F:13][C:14]1[CH:15]=[C:16]([NH:21][CH:22]([C:24]2[CH:25]=[C:26]([C:41](O)=[O:42])[CH:27]=[C:28]3[C:33]=2[O:32][C:31]([N:34]2[CH2:39][CH2:38][O:37][CH2:36][CH2:35]2)=[CH:30][C:29]3=[O:40])[CH3:23])[CH:17]=[C:18]([F:20])[CH:19]=1.[Si:44]([O:61][CH2:62][CH2:63][NH:64][CH3:65])([C:57]([CH3:60])([CH3:59])[CH3:58])([C:51]1[CH:56]=[CH:55][CH:54]=[CH:53][CH:52]=1)[C:45]1[CH:50]=[CH:49][CH:48]=[CH:47][CH:46]=1.OC1C=CC=C[N+]=1[O-]. The catalyst is C(Cl)Cl. The product is [Si:44]([O:61][CH2:62][CH2:63][N:64]([CH3:65])[C:41]([C:26]1[CH:27]=[C:28]2[C:33](=[C:24]([CH:22]([NH:21][C:16]3[CH:17]=[C:18]([F:20])[CH:19]=[C:14]([F:13])[CH:15]=3)[CH3:23])[CH:25]=1)[O:32][C:31]([N:34]1[CH2:39][CH2:38][O:37][CH2:36][CH2:35]1)=[CH:30][C:29]2=[O:40])=[O:42])([C:57]([CH3:59])([CH3:60])[CH3:58])([C:51]1[CH:52]=[CH:53][CH:54]=[CH:55][CH:56]=1)[C:45]1[CH:46]=[CH:47][CH:48]=[CH:49][CH:50]=1. The yield is 0.940. (3) The reactants are [F:1][C:2]([F:41])([F:40])[C:3]1[CH:4]=[C:5]([CH:33]=[C:34]([C:36]([F:39])([F:38])[F:37])[CH:35]=1)[CH2:6][N:7]([CH3:32])[C:8](=[O:31])[C:9]1[C:14]([C:15]2[CH:20]=[CH:19][CH:18]=[CH:17][C:16]=2[CH3:21])=[CH:13][C:12]([N:22]2[CH2:27][CH2:26][N:25]([CH2:28][C:29]#[N:30])[CH2:24][CH2:23]2)=[N:11][CH:10]=1.[N-:42]=[N+:43]=[N-:44].[Na+].[Cl-].C([NH+](CC)CC)C.Cl. The catalyst is CN1CCCC1=O. The product is [F:41][C:2]([F:40])([F:1])[C:3]1[CH:4]=[C:5]([CH:33]=[C:34]([C:36]([F:38])([F:39])[F:37])[CH:35]=1)[CH2:6][N:7]([CH3:32])[C:8](=[O:31])[C:9]1[C:14]([C:15]2[CH:20]=[CH:19][CH:18]=[CH:17][C:16]=2[CH3:21])=[CH:13][C:12]([N:22]2[CH2:23][CH2:24][N:25]([CH2:28][C:29]3[NH:44][N:43]=[N:42][N:30]=3)[CH2:26][CH2:27]2)=[N:11][CH:10]=1. The yield is 0.880.